From a dataset of Forward reaction prediction with 1.9M reactions from USPTO patents (1976-2016). Predict the product of the given reaction. Given the reactants [NH:1]1[CH:5]=[C:4]([C:6]2[CH:14]=[C:13]3[C:9]([C:10]([CH3:18])([CH3:17])[C:11](=[O:16])[N:12]3[CH3:15])=[CH:8][CH:7]=2)[N:3]=[CH:2]1.[H-].[Na+].I[CH3:22].O, predict the reaction product. The product is: [CH3:15][N:12]1[C:13]2[C:9](=[CH:8][CH:7]=[C:6]([C:4]3[N:3]=[CH:2][N:1]([CH3:22])[CH:5]=3)[CH:14]=2)[C:10]([CH3:18])([CH3:17])[C:11]1=[O:16].